This data is from NCI-60 drug combinations with 297,098 pairs across 59 cell lines. The task is: Regression. Given two drug SMILES strings and cell line genomic features, predict the synergy score measuring deviation from expected non-interaction effect. Drug 1: CCCCC(=O)OCC(=O)C1(CC(C2=C(C1)C(=C3C(=C2O)C(=O)C4=C(C3=O)C=CC=C4OC)O)OC5CC(C(C(O5)C)O)NC(=O)C(F)(F)F)O. Drug 2: CC12CCC3C(C1CCC2O)C(CC4=C3C=CC(=C4)O)CCCCCCCCCS(=O)CCCC(C(F)(F)F)(F)F. Cell line: SNB-19. Synergy scores: CSS=45.3, Synergy_ZIP=-2.41, Synergy_Bliss=-5.54, Synergy_Loewe=-5.68, Synergy_HSA=-6.04.